Dataset: Forward reaction prediction with 1.9M reactions from USPTO patents (1976-2016). Task: Predict the product of the given reaction. (1) Given the reactants [CH3:1][C:2]1[O:6][C:5]([C:7]2[CH:8]=[C:9]([CH3:13])[CH:10]=[CH:11][CH:12]=2)=[N:4][C:3]=1[CH2:14][O:15][C@H:16]1[CH2:21][CH2:20][CH2:19][C@@H:18]([O:22][CH2:23][CH2:24][CH2:25][C:26]#[N:27])[CH2:17]1.C([Sn]([N:41]=[N+:42]=[N-:43])(CCCC)CCCC)CCC.C(O)(C(F)(F)F)=O, predict the reaction product. The product is: [CH3:1][C:2]1[O:6][C:5]([C:7]2[CH:8]=[C:9]([CH3:13])[CH:10]=[CH:11][CH:12]=2)=[N:4][C:3]=1[CH2:14][O:15][C@H:16]1[CH2:21][CH2:20][CH2:19][C@@H:18]([O:22][CH2:23][CH2:24][CH2:25][C:26]2[N:41]=[N:42][NH:43][N:27]=2)[CH2:17]1. (2) Given the reactants [Cl:1][C:2]1[C:15]([Cl:16])=[CH:14][C:5]2[NH:6][C:7]([CH2:9][C:10]([F:13])([F:12])[F:11])=[N:8][C:4]=2[CH:3]=1.[H-].[Na+].[N+:19]([C:22]1[CH:29]=[CH:28][C:25]([CH2:26]Br)=[CH:24][CH:23]=1)([O-:21])=[O:20], predict the reaction product. The product is: [Cl:16][C:15]1[C:2]([Cl:1])=[CH:3][C:4]2[N:8]([CH2:26][C:25]3[CH:28]=[CH:29][C:22]([N+:19]([O-:21])=[O:20])=[CH:23][CH:24]=3)[C:7]([CH2:9][C:10]([F:12])([F:13])[F:11])=[N:6][C:5]=2[CH:14]=1. (3) Given the reactants [N:1]1[CH:6]=[CH:5][C:4]([C:7](=[O:19])[CH2:8][C:9]2[CH:14]=[CH:13][C:12]([C:15]([F:18])([F:17])[F:16])=[CH:11][CH:10]=2)=[CH:3][CH:2]=1.[Se](=O)=[O:21], predict the reaction product. The product is: [N:1]1[CH:2]=[CH:3][C:4]([C:7](=[O:19])[C:8]([C:9]2[CH:14]=[CH:13][C:12]([C:15]([F:17])([F:18])[F:16])=[CH:11][CH:10]=2)=[O:21])=[CH:5][CH:6]=1. (4) The product is: [CH3:22][O:6][C:5](=[O:7])[C:4]1[CH:3]=[C:2]([Br:1])[C:10]([O:11][C:12]2[CH:13]=[CH:14][C:15]([N+:18]([O-:20])=[O:19])=[CH:16][CH:17]=2)=[C:9]([Br:21])[CH:8]=1. Given the reactants [Br:1][C:2]1[CH:3]=[C:4]([CH:8]=[C:9]([Br:21])[C:10]=1[O:11][C:12]1[CH:17]=[CH:16][C:15]([N+:18]([O-:20])=[O:19])=[CH:14][CH:13]=1)[C:5]([OH:7])=[O:6].[C:22]1(C)C(S(O)(=O)=O)=CC=CC=1, predict the reaction product.